The task is: Predict the reaction yield, written as a fraction of the theoretical maximum amount of product (1.0 means a 100% yield; for example, 0.34 means a 34% yield).. This data is from Reaction yield outcomes from USPTO patents with 853,638 reactions. (1) The reactants are [CH3:1][O:2][C:3](=[O:26])[C:4]1[CH:9]=[C:8](I)[CH:7]=[N:6][C:5]=1[O:11][C:12]1[CH:17]=[CH:16][C:15]([O:18][C:19]2[CH:24]=[CH:23][CH:22]=[C:21]([F:25])[CH:20]=2)=[CH:14][CH:13]=1.[C:27]([O:31][C:32](=[O:40])[NH:33][CH:34]1[CH2:39][CH2:38][NH:37][CH2:36][CH2:35]1)([CH3:30])([CH3:29])[CH3:28].C(=O)([O-])[O-].[Cs+].[Cs+]. The catalyst is O1CCOCC1.C1C=CC(/C=C/C(/C=C/C2C=CC=CC=2)=O)=CC=1.C1C=CC(/C=C/C(/C=C/C2C=CC=CC=2)=O)=CC=1.C1C=CC(/C=C/C(/C=C/C2C=CC=CC=2)=O)=CC=1.[Pd].[Pd].C1(P(C2CCCCC2)C2C=CC=CC=2C2C(OC(C)C)=CC=CC=2OC(C)C)CCCCC1. The product is [CH3:1][O:2][C:3]([C:4]1[CH:9]=[C:8]([N:37]2[CH2:36][CH2:35][CH:34]([NH:33][C:32]([O:31][C:27]([CH3:30])([CH3:29])[CH3:28])=[O:40])[CH2:39][CH2:38]2)[CH:7]=[N:6][C:5]=1[O:11][C:12]1[CH:17]=[CH:16][C:15]([O:18][C:19]2[CH:24]=[CH:23][CH:22]=[C:21]([F:25])[CH:20]=2)=[CH:14][CH:13]=1)=[O:26]. The yield is 0.591. (2) The reactants are [OH-].[Na+].[CH2:3]([O:5][C:6]1[CH:11]=[C:10]([CH2:12][CH2:13][C:14]([O:16]C)=[O:15])[CH:9]=[CH:8][C:7]=1[C:18]1[CH:23]=[CH:22][CH:21]=[C:20]([N:24]([CH3:35])[C:25]([NH:27][CH2:28][CH2:29][CH2:30][CH2:31][CH2:32][CH2:33][CH3:34])=[O:26])[CH:19]=1)[CH3:4]. The catalyst is O1CCCC1.CO. The product is [CH2:3]([O:5][C:6]1[CH:11]=[C:10]([CH2:12][CH2:13][C:14]([OH:16])=[O:15])[CH:9]=[CH:8][C:7]=1[C:18]1[CH:23]=[CH:22][CH:21]=[C:20]([N:24]([CH3:35])[C:25]([NH:27][CH2:28][CH2:29][CH2:30][CH2:31][CH2:32][CH2:33][CH3:34])=[O:26])[CH:19]=1)[CH3:4]. The yield is 0.780. (3) The reactants are Br[C:2]1[CH:3]=[C:4]([NH2:9])[C:5]([F:8])=[N:6][CH:7]=1.[CH3:10][C:11]1([CH3:27])[C:15]([CH3:17])([CH3:16])[O:14][B:13]([B:13]2[O:14][C:15]([CH3:17])([CH3:16])[C:11]([CH3:27])([CH3:10])[O:12]2)[O:12]1.C([O-])(=O)C.[K+]. The catalyst is O1CCOCC1.C1C=CC(P(C2C=CC=CC=2)[C-]2C=CC=C2)=CC=1.C1C=CC(P(C2C=CC=CC=2)[C-]2C=CC=C2)=CC=1.Cl[Pd]Cl.[Fe+2].C(Cl)Cl. The product is [F:8][C:5]1[C:4]([NH2:9])=[CH:3][C:2]([B:13]2[O:14][C:15]([CH3:17])([CH3:16])[C:11]([CH3:27])([CH3:10])[O:12]2)=[CH:7][N:6]=1. The yield is 0.680. (4) The reactants are C[O:2][C:3]([C:5]1[C:13]2[C:8](=[C:9]([CH3:14])[CH:10]=[CH:11][CH:12]=2)[N:7]([CH2:15][CH2:16][CH2:17][N:18]2[CH2:23][CH2:22][O:21][CH2:20][CH2:19]2)[CH:6]=1)=[O:4].[OH-].[Na+].Cl. The catalyst is CO. The product is [CH3:14][C:9]1[CH:10]=[CH:11][CH:12]=[C:13]2[C:8]=1[N:7]([CH2:15][CH2:16][CH2:17][N:18]1[CH2:23][CH2:22][O:21][CH2:20][CH2:19]1)[CH:6]=[C:5]2[C:3]([OH:4])=[O:2]. The yield is 0.740.